Dataset: Peptide-MHC class II binding affinity with 134,281 pairs from IEDB. Task: Regression. Given a peptide amino acid sequence and an MHC pseudo amino acid sequence, predict their binding affinity value. This is MHC class II binding data. (1) The peptide sequence is YDKFLANVSTVRTGK. The MHC is DRB1_0701 with pseudo-sequence DRB1_0701. The binding affinity (normalized) is 0.583. (2) The peptide sequence is LHGVRDGLVRDANNY. The MHC is DRB5_0101 with pseudo-sequence DRB5_0101. The binding affinity (normalized) is 0.